From a dataset of NCI-60 drug combinations with 297,098 pairs across 59 cell lines. Regression. Given two drug SMILES strings and cell line genomic features, predict the synergy score measuring deviation from expected non-interaction effect. (1) Drug 1: CC1CCC2CC(C(=CC=CC=CC(CC(C(=O)C(C(C(=CC(C(=O)CC(OC(=O)C3CCCCN3C(=O)C(=O)C1(O2)O)C(C)CC4CCC(C(C4)OC)O)C)C)O)OC)C)C)C)OC. Drug 2: CC1C(C(CC(O1)OC2CC(CC3=C2C(=C4C(=C3O)C(=O)C5=C(C4=O)C(=CC=C5)OC)O)(C(=O)CO)O)N)O.Cl. Cell line: MOLT-4. Synergy scores: CSS=45.4, Synergy_ZIP=2.86, Synergy_Bliss=3.84, Synergy_Loewe=-2.28, Synergy_HSA=3.06. (2) Drug 1: CCC1(CC2CC(C3=C(CCN(C2)C1)C4=CC=CC=C4N3)(C5=C(C=C6C(=C5)C78CCN9C7C(C=CC9)(C(C(C8N6C=O)(C(=O)OC)O)OC(=O)C)CC)OC)C(=O)OC)O.OS(=O)(=O)O. Drug 2: C1=CN(C=N1)CC(O)(P(=O)(O)O)P(=O)(O)O. Cell line: NCI-H226. Synergy scores: CSS=1.38, Synergy_ZIP=-1.42, Synergy_Bliss=-2.65, Synergy_Loewe=1.85, Synergy_HSA=-1.59.